This data is from Full USPTO retrosynthesis dataset with 1.9M reactions from patents (1976-2016). The task is: Predict the reactants needed to synthesize the given product. (1) Given the product [Cl:1][C:2]1[C:37]([C:38]([F:39])([F:40])[F:41])=[CH:36][CH:35]=[CH:34][C:3]=1[CH2:4][N:5]([CH2:20][CH:21]([C:22]1[CH:27]=[CH:26][CH:25]=[CH:24][CH:23]=1)[C:28]1[CH:29]=[CH:30][CH:31]=[CH:32][CH:33]=1)[CH2:6][CH2:7][CH2:8][O:9][C:10]1[CH:11]=[C:12]([CH:16]([CH2:42][CH3:43])[C:17]([OH:19])=[O:18])[CH:13]=[CH:14][CH:15]=1, predict the reactants needed to synthesize it. The reactants are: [Cl:1][C:2]1[C:37]([C:38]([F:41])([F:40])[F:39])=[CH:36][CH:35]=[CH:34][C:3]=1[CH2:4][N:5]([CH2:20][CH:21]([C:28]1[CH:33]=[CH:32][CH:31]=[CH:30][CH:29]=1)[C:22]1[CH:27]=[CH:26][CH:25]=[CH:24][CH:23]=1)[CH2:6][CH2:7][CH2:8][O:9][C:10]1[CH:11]=[C:12]([CH2:16][C:17]([OH:19])=[O:18])[CH:13]=[CH:14][CH:15]=1.[CH:42]([N-]C(C)C)(C)[CH3:43].[Li+].ICC. (2) Given the product [C:13]([N:10]1[CH2:11][CH2:12][N:7]([CH:3]2[CH2:6][CH2:5][CH2:4]2)[CH2:8][CH2:9]1)([O:15][C:16]([CH3:19])([CH3:18])[CH3:17])=[O:14], predict the reactants needed to synthesize it. The reactants are: Cl.Cl.[CH:3]1([N:7]2[CH2:12][CH2:11][NH:10][CH2:9][CH2:8]2)[CH2:6][CH2:5][CH2:4]1.[C:13](N1CCNCC1)([O:15][C:16]([CH3:19])([CH3:18])[CH3:17])=[O:14].C1(=O)CCC1.[BH-](OC(C)=O)(OC(C)=O)OC(C)=O.[Na+]. (3) The reactants are: [NH2:1][CH2:2][CH2:3][C:4]1[CH:9]=[CH:8][C:7]([C:10]2[CH:15]=[CH:14][C:13]([CH:16]([CH3:25])[CH2:17][NH:18][S:19]([CH:22]([CH3:24])[CH3:23])(=[O:21])=[O:20])=[CH:12][CH:11]=2)=[CH:6][CH:5]=1.[CH2:26]([S:29](Cl)(=[O:31])=[O:30])[CH2:27][CH3:28]. Given the product [CH2:26]([S:29]([NH:1][CH2:2][CH2:3][C:4]1[CH:5]=[CH:6][C:7]([C:10]2[CH:15]=[CH:14][C:13]([CH:16]([CH3:25])[CH2:17][NH:18][S:19]([CH:22]([CH3:24])[CH3:23])(=[O:21])=[O:20])=[CH:12][CH:11]=2)=[CH:8][CH:9]=1)(=[O:31])=[O:30])[CH2:27][CH3:28], predict the reactants needed to synthesize it. (4) The reactants are: [CH3:1][C:2]1[O:8][CH:7]=[C:6]([OH:9])[C:4](=[O:5])[CH:3]=1.O.[CH:11](=[O:14])[CH2:12][CH3:13]. Given the product [OH:14][CH:11]([C:7]1[O:8][C:2]([CH3:1])=[CH:3][C:4](=[O:5])[C:6]=1[OH:9])[CH2:12][CH3:13], predict the reactants needed to synthesize it.